From a dataset of Forward reaction prediction with 1.9M reactions from USPTO patents (1976-2016). Predict the product of the given reaction. (1) Given the reactants C1(C)C=CC(S(Cl)(=O)=O)=CC=1.[C:12]([O:16][C:17]([N:19]1[CH2:25][CH2:24][CH2:23][N:22]([S:26]([C:29]2[CH:30]=[C:31]3[C:36](=[CH:37][CH:38]=2)[CH:35]=[N+:34]([O-])[CH:33]=[CH:32]3)(=[O:28])=[O:27])[CH2:21][CH2:20]1)=[O:18])([CH3:15])([CH3:14])[CH3:13].[N:40]1C=CC=CC=1, predict the reaction product. The product is: [NH2:40][C:35]1[C:36]2[C:31](=[CH:30][C:29]([S:26]([N:22]3[CH2:23][CH2:24][CH2:25][N:19]([C:17]([O:16][C:12]([CH3:15])([CH3:14])[CH3:13])=[O:18])[CH2:20][CH2:21]3)(=[O:28])=[O:27])=[CH:38][CH:37]=2)[CH:32]=[CH:33][N:34]=1. (2) Given the reactants [Br:1][C:2]1[CH:3]=[C:4]([NH2:9])[C:5]([NH2:8])=[N:6][CH:7]=1.[Cl:10][C:11]1[CH:19]=[CH:18][C:17]([N+:20]([O-:22])=[O:21])=[CH:16][C:12]=1[C:13](O)=O, predict the reaction product. The product is: [Br:1][C:2]1[CH:3]=[C:4]2[NH:9][C:13]([C:12]3[CH:16]=[C:17]([N+:20]([O-:22])=[O:21])[CH:18]=[CH:19][C:11]=3[Cl:10])=[N:8][C:5]2=[N:6][CH:7]=1. (3) Given the reactants [F:1][C:2]1[CH:3]=[C:4]([CH:29]=[CH:30][CH:31]=1)[CH2:5][CH2:6][NH:7][C:8]1[N:13]=[C:12]([C:14](=[NH:18])OCC)[CH:11]=[CH:10][C:9]=1[C:19](=[O:28])[NH:20][CH2:21][C:22]1[CH:23]=[N:24][CH:25]=[CH:26][CH:27]=1.[NH3:32].CO, predict the reaction product. The product is: [C:14]([C:12]1[CH:11]=[CH:10][C:9]([C:19]([NH:20][CH2:21][C:22]2[CH:23]=[N:24][CH:25]=[CH:26][CH:27]=2)=[O:28])=[C:8]([NH:7][CH2:6][CH2:5][C:4]2[CH:29]=[CH:30][CH:31]=[C:2]([F:1])[CH:3]=2)[N:13]=1)(=[NH:32])[NH2:18]. (4) Given the reactants [Cl:1][C:2]1[CH:7]=[CH:6][C:5]([C:8]2[N:12]([CH:13]([CH:16]3[CH2:21][CH2:20][CH2:19][CH2:18][CH2:17]3)[CH2:14][OH:15])[C:11]3[CH:22]=[C:23]([F:27])[C:24]([F:26])=[CH:25][C:10]=3[N:9]=2)=[CH:4][CH:3]=1.[CH2:28]([O:30][C:31](=[O:40])[C:32]1[CH:37]=[CH:36][C:35]([CH3:38])=[C:34](O)[CH:33]=1)[CH3:29].N(C(OC(C)(C)C)=O)=NC(OC(C)(C)C)=O, predict the reaction product. The product is: [CH2:28]([O:30][C:31](=[O:40])[C:32]1[CH:37]=[CH:36][C:35]([CH3:38])=[C:34]([O:15][CH2:14][CH:13]([N:12]2[C:11]3[CH:22]=[C:23]([F:27])[C:24]([F:26])=[CH:25][C:10]=3[N:9]=[C:8]2[C:5]2[CH:6]=[CH:7][C:2]([Cl:1])=[CH:3][CH:4]=2)[CH:16]2[CH2:17][CH2:18][CH2:19][CH2:20][CH2:21]2)[CH:33]=1)[CH3:29]. (5) Given the reactants [Cl:1][C:2]1[CH:7]=[CH:6][C:5]([C:8]2[NH:9][C:10]3[N:11]([N:15]=[C:16]([CH3:26])[C:17]=3[C:18](/[N:20]=[C:21](/[N:23](C)C)\[CH3:22])=[O:19])[C:12](=[O:14])[CH:13]=2)=[CH:4][CH:3]=1.NO.Cl.CC(O)=O.[OH-].[Na+], predict the reaction product. The product is: [Cl:1][C:2]1[CH:7]=[CH:6][C:5]([C:8]2[NH:9][C:10]3[N:11]([N:15]=[C:16]([CH3:26])[C:17]=3[C:18]3[O:19][N:23]=[C:21]([CH3:22])[N:20]=3)[C:12](=[O:14])[CH:13]=2)=[CH:4][CH:3]=1. (6) Given the reactants [Br:1][C:2]1[CH:7]=[C:6]2[NH:8][CH2:9][C@:10]3([CH2:14][CH2:13][N:12]([CH3:15])[CH2:11]3)[C:5]2=[CH:4][CH:3]=1.BrC1C=C2NC[C@@]3(CCN(C)C3)C2=CC=1, predict the reaction product. The product is: [Br:1][C:2]1[CH:7]=[C:6]2[NH:8][CH2:9][C:10]3([CH2:14][CH2:13][N:12]([CH3:15])[CH2:11]3)[C:5]2=[CH:4][CH:3]=1.